The task is: Predict the reactants needed to synthesize the given product.. This data is from Retrosynthesis with 50K atom-mapped reactions and 10 reaction types from USPTO. (1) Given the product CSc1ncc2ccc(N)nc2n1, predict the reactants needed to synthesize it. The reactants are: CSc1ncc2ccc(Cl)nc2n1.N. (2) Given the product Nc1cnc2ccc(C(F)(F)F)cc2c1-c1ccccc1, predict the reactants needed to synthesize it. The reactants are: O=[N+]([O-])c1cnc2ccc(C(F)(F)F)cc2c1-c1ccccc1. (3) The reactants are: N[C@@H](Cc1cc(F)cc(F)c1)c1ncncc1-c1cnc2[nH]ccc2c1.O=C(O)Cn1nc(C(F)F)c2c1C1CC1CC2. Given the product O=C(Cn1nc(C(F)F)c2c1C1CC1CC2)NC(Cc1cc(F)cc(F)c1)c1ncncc1-c1cnc2[nH]ccc2c1, predict the reactants needed to synthesize it. (4) The reactants are: CCOC(=O)CC(=O)c1cccc(-n2ccnn2)c1.CN(C)c1cc(NC(=O)OC(C)(C)C)c(N)cc1Cl. Given the product CN(C)c1cc(NC(=O)OC(C)(C)C)c(NC(=O)CC(=O)c2cccc(-n3ccnn3)c2)cc1Cl, predict the reactants needed to synthesize it. (5) Given the product ON=C1CCCc2ccncc21, predict the reactants needed to synthesize it. The reactants are: NO.O=C1CCCc2ccncc21.